Dataset: CYP2C19 inhibition data for predicting drug metabolism from PubChem BioAssay. Task: Regression/Classification. Given a drug SMILES string, predict its absorption, distribution, metabolism, or excretion properties. Task type varies by dataset: regression for continuous measurements (e.g., permeability, clearance, half-life) or binary classification for categorical outcomes (e.g., BBB penetration, CYP inhibition). Dataset: cyp2c19_veith. (1) The molecule is Cn1c(=O)cc(SCC(=O)NCCN2CCN(c3ccccc3F)CC2)c2cc(Cl)ccc21. The result is 1 (inhibitor). (2) The molecule is Cc1noc(C)c1-c1ccc2ncnc(NCc3cccs3)c2c1. The result is 1 (inhibitor).